This data is from Full USPTO retrosynthesis dataset with 1.9M reactions from patents (1976-2016). The task is: Predict the reactants needed to synthesize the given product. Given the product [C:1]1([CH:7]([CH3:11])[C:8]([NH:12][C:13]2[CH:14]=[CH:15][C:16]3[O:20][C:19]([C:21]4[CH:22]=[CH:23][N:24]=[CH:25][CH:26]=4)=[N:18][C:17]=3[CH:27]=2)=[O:10])[CH:2]=[CH:3][CH:4]=[CH:5][CH:6]=1, predict the reactants needed to synthesize it. The reactants are: [C:1]1([CH:7]([CH3:11])[C:8]([OH:10])=O)[CH:6]=[CH:5][CH:4]=[CH:3][CH:2]=1.[NH2:12][C:13]1[CH:14]=[CH:15][C:16]2[O:20][C:19]([C:21]3[CH:26]=[CH:25][N:24]=[CH:23][CH:22]=3)=[N:18][C:17]=2[CH:27]=1.